This data is from Forward reaction prediction with 1.9M reactions from USPTO patents (1976-2016). The task is: Predict the product of the given reaction. Given the reactants Br[C:2]1[CH:3]=[C:4]([F:12])[C:5]([O:10][CH3:11])=[C:6]([CH:9]=1)[CH:7]=[O:8].[C:13]([C:15]1[CH:20]=[CH:19][C:18](B(O)O)=[CH:17][CH:16]=1)#[N:14], predict the reaction product. The product is: [F:12][C:4]1[CH:3]=[C:2]([C:18]2[CH:19]=[CH:20][C:15]([C:13]#[N:14])=[CH:16][CH:17]=2)[CH:9]=[C:6]([CH:7]=[O:8])[C:5]=1[O:10][CH3:11].